This data is from Full USPTO retrosynthesis dataset with 1.9M reactions from patents (1976-2016). The task is: Predict the reactants needed to synthesize the given product. (1) Given the product [C:19]1([N:25]=[C:26]([S:36][C:37]2[CH:42]=[CH:41][CH:40]=[CH:39][CH:38]=2)[CH:27]=[CH:28][O:29][C:30]2[CH:31]=[CH:32][CH:33]=[CH:34][CH:35]=2)[CH:20]=[CH:21][CH:22]=[CH:23][CH:24]=1, predict the reactants needed to synthesize it. The reactants are: C1(NC(=O)C=COC2C=CC=CC=2)C=CC=CC=1.[C:19]1([N:25]=[C:26]([S:36][C:37]2[CH:42]=[CH:41][CH:40]=[CH:39][CH:38]=2)[CH:27]=[CH:28][O:29][C:30]2[CH:35]=[CH:34][CH:33]=[CH:32][CH:31]=2)[CH:24]=[CH:23][CH:22]=[CH:21][CH:20]=1.C1(C)C=CC=CC=1.S(Cl)(Cl)=O. (2) Given the product [C:20]([C:24]1[CH:25]=[CH:26][C:27]([CH2:28][NH:29][C:12]2[C:11]3[CH:18]=[CH:19][C:8]([C:3]4[C:2]([Cl:1])=[CH:7][CH:6]=[CH:5][N:4]=4)=[CH:9][C:10]=3[S:14](=[O:16])(=[O:15])[N:13]=2)=[CH:30][CH:31]=1)([CH3:23])([CH3:21])[CH3:22], predict the reactants needed to synthesize it. The reactants are: [Cl:1][C:2]1[C:3]([C:8]2[CH:19]=[CH:18][C:11]3[C:12](O)=[N:13][S:14](=[O:16])(=[O:15])[C:10]=3[CH:9]=2)=[N:4][CH:5]=[CH:6][CH:7]=1.[C:20]([C:24]1[CH:31]=[CH:30][C:27]([CH2:28][NH2:29])=[CH:26][CH:25]=1)([CH3:23])([CH3:22])[CH3:21].